Dataset: Reaction yield outcomes from USPTO patents with 853,638 reactions. Task: Predict the reaction yield, written as a fraction of the theoretical maximum amount of product (1.0 means a 100% yield; for example, 0.34 means a 34% yield). (1) The reactants are [NH2:1][C:2]1[CH:7]=[CH:6][CH:5]=[C:4]([CH3:8])[N:3]=1.[Br:9]Br. The catalyst is C(O)(=O)C. The product is [BrH:9].[Br:9][C:5]1[CH:6]=[CH:7][C:2]([NH2:1])=[N:3][C:4]=1[CH3:8]. The yield is 0.540. (2) The reactants are Br[C:2]1[C:10]2[C:5](=[N:6][CH:7]=[C:8]([C:11]3[CH:12]=[C:13]([CH:26]=[CH:27][CH:28]=3)[C:14]([NH:16][C:17]3([C:20]4[CH:25]=[CH:24][CH:23]=[CH:22][CH:21]=4)[CH2:19][CH2:18]3)=[O:15])[CH:9]=2)[O:4][C:3]=1[C:29]1[CH:34]=[CH:33][C:32]([F:35])=[CH:31][CH:30]=1.[CH3:36]B1OB(C)OB(C)O1.C([O-])([O-])=O.[Na+].[Na+]. The catalyst is CN(C=O)C.O.CCOC(C)=O.C1C=CC([P]([Pd]([P](C2C=CC=CC=2)(C2C=CC=CC=2)C2C=CC=CC=2)([P](C2C=CC=CC=2)(C2C=CC=CC=2)C2C=CC=CC=2)[P](C2C=CC=CC=2)(C2C=CC=CC=2)C2C=CC=CC=2)(C2C=CC=CC=2)C2C=CC=CC=2)=CC=1. The product is [F:35][C:32]1[CH:31]=[CH:30][C:29]([C:3]2[O:4][C:5]3=[N:6][CH:7]=[C:8]([C:11]4[CH:12]=[C:13]([CH:26]=[CH:27][CH:28]=4)[C:14]([NH:16][C:17]4([C:20]5[CH:25]=[CH:24][CH:23]=[CH:22][CH:21]=5)[CH2:18][CH2:19]4)=[O:15])[CH:9]=[C:10]3[C:2]=2[CH3:36])=[CH:34][CH:33]=1. The yield is 0.930. (3) The reactants are [NH:1]1[C:9]2[C:4](=[CH:5][CH:6]=[CH:7][CH:8]=2)[C:3]2([C:21]3[C:12](=[CH:13][C:14]4[O:19][CH2:18][CH2:17][O:16][C:15]=4[CH:20]=3)[O:11][CH2:10]2)[C:2]1=[O:22].Br[CH2:24][C:25]1[N:35]=[CH:34][CH:33]=[CH:32][C:26]=1[C:27]([O:29][CH2:30][CH3:31])=[O:28].C(=O)([O-])[O-].[Cs+].[Cs+].[I-].[K+]. The catalyst is CN(C)C=O. The product is [O:22]=[C:2]1[C:3]2([C:21]3[C:12](=[CH:13][C:14]4[O:19][CH2:18][CH2:17][O:16][C:15]=4[CH:20]=3)[O:11][CH2:10]2)[C:4]2[C:9](=[CH:8][CH:7]=[CH:6][CH:5]=2)[N:1]1[CH2:24][C:25]1[C:26]([C:27]([O:29][CH2:30][CH3:31])=[O:28])=[CH:32][CH:33]=[CH:34][N:35]=1. The yield is 0.790. (4) No catalyst specified. The reactants are [F:1][C:2]1[CH:3]=[C:4]2[C:8](=[CH:9][CH:10]=1)[NH:7][N:6]=[C:5]2[I:11].[CH3:12][C:13]1([CH3:20])[O:17][CH:16]([CH2:18]O)[CH2:15][O:14]1. The product is [I:11][C:5]1[C:4]2[C:8](=[CH:9][CH:10]=[C:2]([F:1])[CH:3]=2)[N:7]([CH2:18][CH:16]2[CH2:15][O:14][C:13]([CH3:20])([CH3:12])[O:17]2)[N:6]=1. The yield is 0.520. (5) The reactants are [F:1][C:2]1[CH:7]=[CH:6][C:5]([N:8]2[C:12]([C:13]3[CH:18]=[CH:17][CH:16]=[CH:15][CH:14]=3)=[C:11]([NH2:19])[CH:10]=[N:9]2)=[CH:4][CH:3]=1.[Cl:20][C:21]1[C:22]([C:31]([F:34])([F:33])[F:32])=[N:23][N:24]([CH2:27][C:28](O)=[O:29])[C:25]=1[CH3:26].C(N(C(C)C)CC)(C)C.CN(C(ON1N=NC2C=CC=NC1=2)=[N+](C)C)C.F[P-](F)(F)(F)(F)F. The catalyst is CN(C=O)C.O. The product is [Cl:20][C:21]1[C:22]([C:31]([F:33])([F:32])[F:34])=[N:23][N:24]([CH2:27][C:28]([NH:19][C:11]2[CH:10]=[N:9][N:8]([C:5]3[CH:4]=[CH:3][C:2]([F:1])=[CH:7][CH:6]=3)[C:12]=2[C:13]2[CH:18]=[CH:17][CH:16]=[CH:15][CH:14]=2)=[O:29])[C:25]=1[CH3:26]. The yield is 0.280.